From a dataset of Experimentally validated miRNA-target interactions with 360,000+ pairs, plus equal number of negative samples. Binary Classification. Given a miRNA mature sequence and a target amino acid sequence, predict their likelihood of interaction. The miRNA is hsa-miR-17-5p with sequence CAAAGUGCUUACAGUGCAGGUAG. The protein sequence of the target gene is MTAELREAMALAPWGPVKVKKEEEEEENFPGQASSQQVHSENIKVWAPVQGLQTGLDGSEEEEKGQNISWDMAVVLKATQEAPAASTLGSYSLPGTLAKSEILETHGTMNFLGAETKNLQLLVPKTEICEEAEKPLIISERIQKADPQGPELGEACEKGNMLKRQRIKREKKDFRQVIVNDCHLPESFKEEENQKCKKSGGKYSLNSGAVKNPKTQLGQKPFTCSVCGKGFSQSANLVVHQRIHTGEKPFECHECGKAFIQSANLVVHQRIHTGQKPYVCSKCGKAFTQSSNLTVHQKIH.... Result: 1 (interaction).